From a dataset of NCI-60 drug combinations with 297,098 pairs across 59 cell lines. Regression. Given two drug SMILES strings and cell line genomic features, predict the synergy score measuring deviation from expected non-interaction effect. (1) Drug 2: CC(C)(C#N)C1=CC(=CC(=C1)CN2C=NC=N2)C(C)(C)C#N. Synergy scores: CSS=45.0, Synergy_ZIP=-2.37, Synergy_Bliss=-5.02, Synergy_Loewe=-5.98, Synergy_HSA=-5.40. Cell line: HL-60(TB). Drug 1: C1=C(C(=O)NC(=O)N1)N(CCCl)CCCl. (2) Drug 1: C1=NC2=C(N=C(N=C2N1C3C(C(C(O3)CO)O)F)Cl)N. Drug 2: C1CNP(=O)(OC1)N(CCCl)CCCl. Cell line: HCT116. Synergy scores: CSS=-0.499, Synergy_ZIP=1.02, Synergy_Bliss=2.00, Synergy_Loewe=0.191, Synergy_HSA=0.0402. (3) Drug 1: CC12CCC3C(C1CCC2=O)CC(=C)C4=CC(=O)C=CC34C. Drug 2: CC1C(C(CC(O1)OC2CC(CC3=C2C(=C4C(=C3O)C(=O)C5=CC=CC=C5C4=O)O)(C(=O)C)O)N)O. Cell line: UO-31. Synergy scores: CSS=53.0, Synergy_ZIP=2.35, Synergy_Bliss=4.43, Synergy_Loewe=-5.85, Synergy_HSA=5.41. (4) Drug 1: C1CCC(C1)C(CC#N)N2C=C(C=N2)C3=C4C=CNC4=NC=N3. Drug 2: COC1=C(C=C2C(=C1)N=CN=C2NC3=CC(=C(C=C3)F)Cl)OCCCN4CCOCC4. Cell line: SK-MEL-28. Synergy scores: CSS=33.6, Synergy_ZIP=14.7, Synergy_Bliss=16.3, Synergy_Loewe=6.98, Synergy_HSA=12.3. (5) Drug 1: C1CCC(CC1)NC(=O)N(CCCl)N=O. Drug 2: CCC(=C(C1=CC=CC=C1)C2=CC=C(C=C2)OCCN(C)C)C3=CC=CC=C3.C(C(=O)O)C(CC(=O)O)(C(=O)O)O. Cell line: NCI-H460. Synergy scores: CSS=8.58, Synergy_ZIP=-4.26, Synergy_Bliss=-3.91, Synergy_Loewe=-4.31, Synergy_HSA=-4.71. (6) Drug 1: CN(CC1=CN=C2C(=N1)C(=NC(=N2)N)N)C3=CC=C(C=C3)C(=O)NC(CCC(=O)O)C(=O)O. Drug 2: CN(CCCl)CCCl.Cl. Cell line: DU-145. Synergy scores: CSS=40.4, Synergy_ZIP=1.52, Synergy_Bliss=1.00, Synergy_Loewe=0.673, Synergy_HSA=3.36.